This data is from Full USPTO retrosynthesis dataset with 1.9M reactions from patents (1976-2016). The task is: Predict the reactants needed to synthesize the given product. (1) Given the product [C:1]([C:3]1[C:4]([NH:12][C:13]2[CH:18]=[CH:17][C:16]([N:19]3[CH2:20][CH2:21][N:22]([C:25]([O:27][C:28]([CH3:30])([CH3:29])[CH3:31])=[O:26])[CH2:23][CH2:24]3)=[CH:15][C:14]=2[O:32][CH3:33])=[N:5][C:6]([S:10][CH3:11])=[N:7][C:8]=1/[CH:9]=[CH:36]/[N:37]([CH3:39])[CH3:38])#[N:2], predict the reactants needed to synthesize it. The reactants are: [C:1]([C:3]1[C:4]([NH:12][C:13]2[CH:18]=[CH:17][C:16]([N:19]3[CH2:24][CH2:23][N:22]([C:25]([O:27][C:28]([CH3:31])([CH3:30])[CH3:29])=[O:26])[CH2:21][CH2:20]3)=[CH:15][C:14]=2[O:32][CH3:33])=[N:5][C:6]([S:10][CH3:11])=[N:7][C:8]=1[CH3:9])#[N:2].CO[CH:36](OC)[N:37]([CH3:39])[CH3:38]. (2) Given the product [Br:11][C:8]1[CH:9]=[N:10][C:2]2[N:1]=[C:16]([C:15]3[CH:18]=[CH:19][CH:20]=[C:13]([F:12])[CH:14]=3)[NH:6][C:4](=[O:5])[C:3]=2[CH:7]=1, predict the reactants needed to synthesize it. The reactants are: [NH2:1][C:2]1[N:10]=[CH:9][C:8]([Br:11])=[CH:7][C:3]=1[C:4]([NH2:6])=[O:5].[F:12][C:13]1[CH:14]=[C:15]([CH:18]=[CH:19][CH:20]=1)[CH:16]=O.OS([O-])=O.[Na+].CC1C=CC(S(O)(=O)=O)=CC=1. (3) Given the product [CH3:1][N:2]1[CH2:7][CH2:6][N:5]([CH2:8][C:9]2[CH:10]=[CH:11][C:12]([C:13]([NH:15][C:16]3[CH:21]=[CH:20][C:19]([CH3:22])=[C:18]([NH:23][C:24]4[N:29]=[C:28]([C:30]5[CH:31]=[N:32][CH:33]=[CH:34][CH:35]=5)[CH:27]=[CH:26][N:25]=4)[CH:17]=3)=[O:14])=[CH:36][CH:37]=2)[CH2:4][CH2:3]1.[C:40]([O-:42])(=[O:41])[CH:39]([CH2:43][C:44]([O-:46])=[O:45])[OH:38], predict the reactants needed to synthesize it. The reactants are: [CH3:1][N:2]1[CH2:7][CH2:6][N:5]([CH2:8][C:9]2[CH:37]=[CH:36][C:12]([C:13]([NH:15][C:16]3[CH:21]=[CH:20][C:19]([CH3:22])=[C:18]([NH:23][C:24]4[N:29]=[C:28]([C:30]5[CH:31]=[N:32][CH:33]=[CH:34][CH:35]=5)[CH:27]=[CH:26][N:25]=4)[CH:17]=3)=[O:14])=[CH:11][CH:10]=2)[CH2:4][CH2:3]1.[OH:38][C@@H:39]([CH2:43][C:44]([OH:46])=[O:45])[C:40]([OH:42])=[O:41]. (4) The reactants are: [Cl:1][C:2]1[CH:8]=[CH:7][C:5]([NH2:6])=[CH:4][C:3]=1[C:9]([F:12])([F:11])[F:10].[C:13](Cl)(=[O:17])[C:14]([CH3:16])=[CH2:15]. Given the product [Cl:1][C:2]1[CH:8]=[CH:7][C:5]([NH:6][C:13](=[O:17])[C:14]([CH3:16])=[CH2:15])=[CH:4][C:3]=1[C:9]([F:10])([F:11])[F:12], predict the reactants needed to synthesize it. (5) The reactants are: [F:1][C:2]([F:22])([F:21])[O:3][C:4]1[CH:9]=[CH:8][C:7]([N:10]2[CH2:14][CH2:13][C:12]3([CH2:19][CH2:18][NH:17][CH2:16][CH2:15]3)[C:11]2=[O:20])=[CH:6][CH:5]=1.O=C(Cl)[O:25][C:26](Cl)(Cl)Cl.[CH2:31]1[C:39]2[C:34](=[CH:35][CH:36]=[CH:37][CH:38]=2)[CH2:33][NH:32]1. Given the product [CH2:31]1[C:39]2[C:34](=[CH:35][CH:36]=[CH:37][CH:38]=2)[CH2:33][N:32]1[C:26]([N:17]1[CH2:16][CH2:15][C:12]2([C:11](=[O:20])[N:10]([C:7]3[CH:8]=[CH:9][C:4]([O:3][C:2]([F:1])([F:21])[F:22])=[CH:5][CH:6]=3)[CH2:14][CH2:13]2)[CH2:19][CH2:18]1)=[O:25], predict the reactants needed to synthesize it. (6) Given the product [N:1]1[N:5]2[C:6]([CH2:10][NH2:11])=[CH:7][CH:8]=[CH:9][C:4]2=[CH:3][CH:2]=1, predict the reactants needed to synthesize it. The reactants are: [N:1]1[N:5]2[C:6]([C:10]#[N:11])=[CH:7][CH:8]=[CH:9][C:4]2=[CH:3][CH:2]=1. (7) Given the product [C:1]([O:5][C:6]([N:8]1[CH2:9][CH2:10][CH:11]([C:14]([OH:24])([CH3:25])[CH2:15][C:16]2[C:21]([Br:22])=[CH:20][N:19]=[C:18]([Cl:23])[CH:17]=2)[CH2:12][CH2:13]1)=[O:7])([CH3:4])([CH3:2])[CH3:3], predict the reactants needed to synthesize it. The reactants are: [C:1]([O:5][C:6]([N:8]1[CH2:13][CH2:12][CH:11]([C:14](=[O:24])[CH2:15][C:16]2[C:21]([Br:22])=[CH:20][N:19]=[C:18]([Cl:23])[CH:17]=2)[CH2:10][CH2:9]1)=[O:7])([CH3:4])([CH3:3])[CH3:2].[CH3:25][Mg]Br. (8) Given the product [NH2:4][CH:5]1[CH2:14][C:13]2[C:8](=[CH:9][CH:10]=[CH:11][CH:12]=2)[N:7]([CH2:21][CH:22]2[CH2:26][O:25][C:24]([CH3:28])([CH3:27])[O:23]2)[C:6]1=[O:15], predict the reactants needed to synthesize it. The reactants are: [H-].[Na+].Cl.[NH2:4][CH:5]1[CH2:14][C:13]2[C:8](=[CH:9][CH:10]=[CH:11][CH:12]=2)[NH:7][C:6]1=[O:15].CS(O[CH2:21][CH:22]1[CH2:26][O:25][C:24]([CH3:28])([CH3:27])[O:23]1)(=O)=O.